From a dataset of Peptide-MHC class I binding affinity with 185,985 pairs from IEDB/IMGT. Regression. Given a peptide amino acid sequence and an MHC pseudo amino acid sequence, predict their binding affinity value. This is MHC class I binding data. The peptide sequence is VLLTRSPDQ. The MHC is HLA-A03:01 with pseudo-sequence HLA-A03:01. The binding affinity (normalized) is 0.0847.